From a dataset of Forward reaction prediction with 1.9M reactions from USPTO patents (1976-2016). Predict the product of the given reaction. The product is: [Cl:1][C:2]1[CH:7]=[CH:6][C:5]([C:8](=[N:29][O:28][CH2:27][CH2:26][NH:25][C:24](=[O:30])[O:23][C:19]([CH3:21])([CH3:20])[CH3:22])[C:10]2[NH:18][C:13]3=[CH:14][N:15]=[CH:16][CH:17]=[C:12]3[CH:11]=2)=[CH:4][CH:3]=1. Given the reactants [Cl:1][C:2]1[CH:7]=[CH:6][C:5]([C:8]([C:10]2[NH:18][C:13]3=[CH:14][N:15]=[CH:16][CH:17]=[C:12]3[CH:11]=2)=O)=[CH:4][CH:3]=1.[C:19]([O:23][C:24](=[O:30])[NH:25][CH2:26][CH2:27][O:28][NH2:29])([CH3:22])([CH3:21])[CH3:20], predict the reaction product.